The task is: Predict the reactants needed to synthesize the given product.. This data is from Full USPTO retrosynthesis dataset with 1.9M reactions from patents (1976-2016). (1) Given the product [CH3:11][C:10]([CH3:13])([CH3:12])[CH2:9][C:7]1[N:8]=[C:3]([CH2:2][O:30][C:28]2[CH:27]=[C:26]([CH2:31][CH2:32][C:33]([O:35][CH3:36])=[O:34])[CH:25]=[C:24]([F:23])[CH:29]=2)[CH:4]=[CH:5][C:6]=1[C:14]1[CH:19]=[C:18]([O:20][CH3:21])[CH:17]=[CH:16][C:15]=1[F:22], predict the reactants needed to synthesize it. The reactants are: Cl[CH2:2][C:3]1[N:8]=[C:7]([CH2:9][C:10]([CH3:13])([CH3:12])[CH3:11])[C:6]([C:14]2[CH:19]=[C:18]([O:20][CH3:21])[CH:17]=[CH:16][C:15]=2[F:22])=[CH:5][CH:4]=1.[F:23][C:24]1[CH:25]=[C:26]([CH2:31][CH2:32][C:33]([O:35][CH3:36])=[O:34])[CH:27]=[C:28]([OH:30])[CH:29]=1.C(=O)([O-])[O-].[Cs+].[Cs+].C(OCC)(=O)C. (2) The reactants are: [N+:1]([C:4]1[N:5]=[N:6][NH:7][CH:8]=1)([O-:3])=[O:2].C(=O)([O-])[O-].[K+].[K+].CC(C)=O.[CH3:19][O:20][CH2:21]Cl. Given the product [CH3:19][O:20][CH2:21][N:7]1[CH:8]=[C:4]([N+:1]([O-:3])=[O:2])[N:5]=[N:6]1, predict the reactants needed to synthesize it. (3) Given the product [Br:23][C:20]1[CH:19]=[CH:18][C:17]([S:14]([N:11]2[CH2:12][CH2:13][NH:8][CH2:9][CH2:10]2)(=[O:16])=[O:15])=[CH:22][CH:21]=1, predict the reactants needed to synthesize it. The reactants are: C(OC([N:8]1[CH2:13][CH2:12][N:11]([S:14]([C:17]2[CH:22]=[CH:21][C:20]([Br:23])=[CH:19][CH:18]=2)(=[O:16])=[O:15])[CH2:10][CH2:9]1)=O)(C)(C)C.